From a dataset of Full USPTO retrosynthesis dataset with 1.9M reactions from patents (1976-2016). Predict the reactants needed to synthesize the given product. (1) Given the product [CH:5]1([C:11]2[CH:12]=[CH:13][C:14]([O:15][CH2:16][C@H:17]3[O:18][C:2]([NH2:3])=[N:1][CH2:19]3)=[CH:20][CH:21]=2)[CH2:6][CH2:7][CH2:8][CH2:9][CH2:10]1, predict the reactants needed to synthesize it. The reactants are: [N:1]#[C:2][NH2:3].[Na].[CH:5]1([C:11]2[CH:21]=[CH:20][C:14]([O:15][CH2:16][CH:17]3[CH2:19][O:18]3)=[CH:13][CH:12]=2)[CH2:10][CH2:9][CH2:8][CH2:7][CH2:6]1. (2) Given the product [CH3:34][O:33][C:28]1[CH:29]=[CH:30][CH:31]=[CH:32][C:27]=1[C:4]([CH3:3])([C:10](=[O:12])[CH3:11])[C:5]([O:7][CH2:8][CH3:9])=[O:6], predict the reactants needed to synthesize it. The reactants are: [H-].[Na+].[CH3:3][CH:4]([C:10](=[O:12])[CH3:11])[C:5]([O:7][CH2:8][CH3:9])=[O:6].F[B-](F)(F)F.[CH3:34][O:33][C:28]1[CH:29]=[CH:30][CH:31]=[CH:32][C:27]=1[I+][C:27]1[CH:32]=[CH:31][CH:30]=[CH:29][C:28]=1[O:33][CH3:34]. (3) Given the product [Br:19][CH2:18][CH2:17][CH2:16][O:15][C:9]1[CH:10]=[CH:11][CH:12]=[C:13]([CH3:14])[C:8]=1[NH2:7], predict the reactants needed to synthesize it. The reactants are: C(OC(=O)[NH:7][C:8]1[C:13]([CH3:14])=[CH:12][CH:11]=[CH:10][C:9]=1[O:15][CH2:16][CH2:17][CH2:18][Br:19])(C)(C)C. (4) Given the product [NH2:1][C:2]1[CH:19]=[CH:18][CH:17]=[C:16]([N+:20]([O-:22])=[O:21])[C:3]=1[C:4]([N:6]1[CH2:10][CH2:9][CH2:8][C@:7]1([CH3:15])[C:11]([OH:13])=[O:12])=[O:5], predict the reactants needed to synthesize it. The reactants are: [NH2:1][C:2]1[CH:19]=[CH:18][CH:17]=[C:16]([N+:20]([O-:22])=[O:21])[C:3]=1[C:4]([N:6]1[CH2:10][CH2:9][CH2:8][C@:7]1([CH3:15])[C:11]([O:13]C)=[O:12])=[O:5].